Binary Classification. Given a miRNA mature sequence and a target amino acid sequence, predict their likelihood of interaction. From a dataset of Experimentally validated miRNA-target interactions with 360,000+ pairs, plus equal number of negative samples. The protein sequence of the target gene is MAALVRAAVVRSQCRQLWRLFPRGHGLRDVAERPRPEEACSCLRSRAFSAGPPPPGAGPEPKGGQAGSHRPKPGPVSWKSLALTFAIGGSLLAGMKYFKKEKIEKLEKQRHRSIGKPLLGGPFSLTTHNGEPKTDKDYLGQWVLIYFGFTHCPDICPEELEKMIEVVEEIDSIPSLPNLTPLFITIDPERDTKEAIATYVKEFSPKLVGLTGTKEEIDGVARAYRVYYSPGPKDEDEDYIVDHTIIMYLIGPDGEFLDYFGQNKKKAEIAGSIAAHMRSHMKKR. The miRNA is mmu-miR-139-5p with sequence UCUACAGUGCACGUGUCUCCAG. Result: 1 (interaction).